Dataset: Forward reaction prediction with 1.9M reactions from USPTO patents (1976-2016). Task: Predict the product of the given reaction. (1) Given the reactants [Br:1][C:2]1[CH:3]=[C:4]([C@@:11]2([CH3:18])[NH:16][C:15](=S)[CH2:14][O:13][CH2:12]2)[CH:5]=[C:6]([N+:8]([O-:10])=[O:9])[CH:7]=1.C(OO)(C)(C)C.[OH-].[NH3:26].[O-]S([O-])(=S)=O.[Na+].[Na+], predict the reaction product. The product is: [Br:1][C:2]1[CH:3]=[C:4]([C@:11]2([CH3:18])[CH2:12][O:13][CH2:14][C:15]([NH2:26])=[N:16]2)[CH:5]=[C:6]([N+:8]([O-:10])=[O:9])[CH:7]=1. (2) Given the reactants [CH:1]1([NH:9][NH:10][C:11]([O:13][CH2:14][C:15]2[CH:20]=[CH:19][CH:18]=[CH:17][CH:16]=2)=[O:12])[CH2:8][CH2:7][CH2:6][CH2:5][CH2:4][CH2:3][CH2:2]1.[Br:21][C:22]([CH3:27])([CH3:26])[C:23](Br)=[O:24], predict the reaction product. The product is: [Br:21][C:22]([CH3:27])([CH3:26])[C:23]([N:9]([CH:1]1[CH2:8][CH2:7][CH2:6][CH2:5][CH2:4][CH2:3][CH2:2]1)[NH:10][C:11]([O:13][CH2:14][C:15]1[CH:16]=[CH:17][CH:18]=[CH:19][CH:20]=1)=[O:12])=[O:24]. (3) Given the reactants [F:1][C:2]1[CH:7]=[CH:6][C:5]([F:8])=[CH:4][C:3]=1[CH:9]1[CH2:13][CH2:12][CH2:11][N:10]1[C:14]1[CH:19]=[CH:18][N:17]2[N:20]=[CH:21][C:22]([C:23](O)=[O:24])=[C:16]2[N:15]=1.Cl.[C:27]([NH:32][NH2:33])(=[O:31])[CH:28]([CH3:30])[CH3:29].CCN(C(C)C)C(C)C.CN(C(ON1N=NC2C=CC=NC1=2)=[N+](C)C)C.F[P-](F)(F)(F)(F)F, predict the reaction product. The product is: [F:1][C:2]1[CH:7]=[CH:6][C:5]([F:8])=[CH:4][C:3]=1[CH:9]1[CH2:13][CH2:12][CH2:11][N:10]1[C:14]1[CH:19]=[CH:18][N:17]2[N:20]=[CH:21][C:22]([C:23]([NH:33][NH:32][C:27](=[O:31])[CH:28]([CH3:30])[CH3:29])=[O:24])=[C:16]2[N:15]=1. (4) Given the reactants [S:1]([Cl:5])(Cl)(=[O:3])=[O:2].C1(P(C2C=CC=CC=2)C2C=CC=CC=2)C=CC=CC=1.[O:25]1[C:30]2=[CH:31][CH:32]=[CH:33][C:29]2=[CH:28][CH:27]=[C:26]1[C:34]1[CH:39]=[CH:38][CH:37]=[CH:36][C:35]=1/[CH:40]=[CH:41]/S(O)(=O)=O, predict the reaction product. The product is: [O:25]1[C:30]2=[CH:31][CH:32]=[CH:33][C:29]2=[CH:28][CH:27]=[C:26]1[C:34]1[CH:39]=[CH:38][CH:37]=[CH:36][C:35]=1/[CH:40]=[CH:41]/[S:1]([Cl:5])(=[O:3])=[O:2]. (5) Given the reactants N[C:2]1[CH:7]=[CH:6][C:5]([C:8](=[O:10])[CH3:9])=[CH:4][C:3]=1[Br:11].S(=O)(=O)(O)O.N([O-])=O.[Na+].[Cu][C:22]#[N:23].[C-]#N.[K+], predict the reaction product. The product is: [C:8]([C:5]1[CH:6]=[CH:7][C:2]([C:22]#[N:23])=[C:3]([Br:11])[CH:4]=1)(=[O:10])[CH3:9]. (6) Given the reactants CO[C:3](=[O:12])[C:4]1[CH:9]=[C:8](Br)[C:7](Cl)=[N:6][CH:5]=1.Cl.[CH:14]1([CH2:17][NH:18][CH3:19])[CH2:16][CH2:15]1.[Cl:20][C:21]1[CH:26]=[CH:25][C:24](B(O)O)=[CH:23][CH:22]=1.Cl.[NH2:31][C@@H:32]1[CH2:37][CH2:36][CH2:35][CH2:34][C@H:33]1[OH:38], predict the reaction product. The product is: [Cl:20][C:21]1[CH:26]=[CH:25][C:24]([C:8]2[C:7]([N:18]([CH2:17][CH:14]3[CH2:16][CH2:15]3)[CH3:19])=[N:6][CH:5]=[C:4]([CH:9]=2)[C:3]([NH:31][C@@H:32]2[CH2:37][CH2:36][CH2:35][CH2:34][C@H:33]2[OH:38])=[O:12])=[CH:23][CH:22]=1. (7) Given the reactants CC(C[AlH]CC(C)C)C.[F:10][C:11]([F:32])([F:31])[O:12][C:13]1[CH:18]=[CH:17][C:16]([C:19]2[CH:24]=[CH:23][C:22](/[CH:25]=[CH:26]/[C:27](OC)=[O:28])=[CH:21][CH:20]=2)=[CH:15][CH:14]=1, predict the reaction product. The product is: [F:10][C:11]([F:31])([F:32])[O:12][C:13]1[CH:14]=[CH:15][C:16]([C:19]2[CH:24]=[CH:23][C:22](/[CH:25]=[CH:26]/[CH2:27][OH:28])=[CH:21][CH:20]=2)=[CH:17][CH:18]=1. (8) Given the reactants [C:1]([C:3]1[CH:8]=[CH:7][C:6]([C:9]2[S:13][C:12]([C:14]([NH:16][C@@H:17]([CH:22]3[CH2:27][CH2:26][CH2:25][CH2:24][CH2:23]3)[C:18]([O:20]C)=[O:19])=[O:15])=[C:11]([NH:28][C:29]([NH:31][C:32]3[C:37]([Cl:38])=[CH:36][CH:35]=[CH:34][C:33]=3[Cl:39])=[O:30])[CH:10]=2)=[CH:5][CH:4]=1)#[N:2].[OH-].[Li+], predict the reaction product. The product is: [C:1]([C:3]1[CH:4]=[CH:5][C:6]([C:9]2[S:13][C:12]([C:14]([NH:16][C@@H:17]([CH:22]3[CH2:27][CH2:26][CH2:25][CH2:24][CH2:23]3)[C:18]([OH:20])=[O:19])=[O:15])=[C:11]([NH:28][C:29]([NH:31][C:32]3[C:33]([Cl:39])=[CH:34][CH:35]=[CH:36][C:37]=3[Cl:38])=[O:30])[CH:10]=2)=[CH:7][CH:8]=1)#[N:2].